This data is from Drug-target binding data from BindingDB using IC50 measurements. The task is: Regression. Given a target protein amino acid sequence and a drug SMILES string, predict the binding affinity score between them. We predict pIC50 (pIC50 = -log10(IC50 in M); higher means more potent). Dataset: bindingdb_ic50. The small molecule is CCOC(=O)CNC(=O)[C@]12CC[C@@H](C)[C@H](C)[C@H]1C1=CC[C@@H]3[C@@]4(C)Cc5nc6ccccc6nc5C(C)(C)[C@@H]4CC[C@@]3(C)[C@]1(C)CC2. The target protein (P09810) has sequence MIEDNKENKDHSSERGRVTLIFSLKNEVGGLIKALKIFQENHVNLLHIESRKSKRRNSEFEIFVDCDINREQLNDIFPLLKSHTTVLSVDSPDQLPEKEDVMETVPWFPKKISDLDFCANRVLLYGSELDADHPGFKDNVYRRRRKYFAELAMNYKHGDPIPKIEFTEEEIKTWGTIFRELNKLYPTHACREYLRNLPLLSKYCGYREDNVPQLEDVSNFLKERTGFSIRPVAGYLSPRDFLSGLAFRVFHCTQYVRHSSDPLYTPEPDTCHELLGHVPLLAEPSFAQFSQEIGLASLGASEETVQKLATCYFFTVEFGLCKQDGQLRVFGAGLLSSISELRHALSGHAKVKPFDPKVACKQECLITSFQDVYFVSESFEDAKEKMREFAKTVKRPFGVKYNPYTQSIQVLRDSKSITSAMNELRHDLDVVNDALARVSRWPSV. The pIC50 is 5.2.